From a dataset of Forward reaction prediction with 1.9M reactions from USPTO patents (1976-2016). Predict the product of the given reaction. (1) Given the reactants [CH3:1][N:2]1[C:6](B2OC(C)(C)C(C)(C)O2)=[CH:5][CH:4]=[N:3]1.C(=O)([O-])[O-].[K+].[K+].Br[C:23]1[CH:24]=[C:25]([C:29]([O:31][CH3:32])=[O:30])[S:26][C:27]=1[Cl:28], predict the reaction product. The product is: [Cl:28][C:27]1[S:26][C:25]([C:29]([O:31][CH3:32])=[O:30])=[CH:24][C:23]=1[C:6]1[N:2]([CH3:1])[N:3]=[CH:4][CH:5]=1. (2) Given the reactants [C:1]([N:4]1[CH2:9][C@@H:8]2[CH2:10][C@H:5]1[CH2:6][N:7]2[CH2:11][C:12]1[CH:17]=[CH:16][C:15]([O-:18])=[CH:14][CH:13]=1)(=[O:3])[CH3:2].[Na+].Cl[C:21]1[S:22][C:23]2[C:28]([N:29]=1)=[CH:27][CH:26]=[C:25]([CH3:30])[N:24]=2, predict the reaction product. The product is: [C:1]([N:4]1[CH2:9][C@@H:8]2[CH2:10][C@H:5]1[CH2:6][N:7]2[CH2:11][C:12]1[CH:13]=[CH:14][C:15]([O:18][C:21]2[S:22][C:23]3[C:28]([N:29]=2)=[CH:27][CH:26]=[C:25]([CH3:30])[N:24]=3)=[CH:16][CH:17]=1)(=[O:3])[CH3:2]. (3) Given the reactants [NH2:1][C@H:2](/[C:29](/[CH3:37])=[CH:30]/[C:31]1[N:32]=[C:33]([CH3:36])[S:34][CH:35]=1)[CH2:3][C@@H:4]1[O:28][C@:5]1([CH3:27])[CH2:6][CH2:7][C:8](=[O:26])[C@H:9]([CH3:25])[C@H:10]([OH:24])[C@@H:11]([CH3:23])[C:12](=[O:22])[C:13]([CH3:21])([CH3:20])[C@@H:14]([OH:19])[CH2:15][C:16]([OH:18])=[O:17].N([C@H](/C(/C)=C/C1N=C(C)SC=1)C[C@@H]1O[C@]1(C)CCC(=O)[C@H](C)[C@H](O)[C@@H](C)C(=O)C(C)(C)[C@@H](O)CC(O)=O)=[N+]=[N-].CP(C)C, predict the reaction product. The product is: [NH2:1][C@H:2](/[C:29](/[CH3:37])=[CH:30]/[C:31]1[N:32]=[C:33]([CH3:36])[S:34][CH:35]=1)[CH2:3][C@@H:4]1[O:28][CH:15]([C:16]([OH:18])=[O:17])[C@@H:14]([OH:19])[C:13]([CH3:21])([CH3:20])[C:12](=[O:22])[C@H:11]([CH3:23])[C@@H:10]([OH:24])[C@@H:9]([CH3:25])[C:8](=[O:26])[CH2:7][CH2:6][C@H:5]1[CH3:27]. (4) Given the reactants [O:1]([C:8]1[CH:13]=[CH:12][CH:11]=[CH:10][C:9]=1[NH:14][S:15]([C:18]1[CH:30]=[CH:29][C:21]([C:22]([NH:24][CH2:25][C:26]([OH:28])=O)=[O:23])=[CH:20][CH:19]=1)(=[O:17])=[O:16])[C:2]1[CH:7]=[CH:6][CH:5]=[CH:4][CH:3]=1.[F:31][C:32]([F:40])([F:39])[C:33]1[S:37][C:36]([NH2:38])=[N:35][N:34]=1, predict the reaction product. The product is: [O:1]([C:8]1[CH:13]=[CH:12][CH:11]=[CH:10][C:9]=1[NH:14][S:15]([C:18]1[CH:30]=[CH:29][C:21]([C:22]([NH:24][CH2:25][C:26](=[O:28])[NH:38][C:36]2[S:37][C:33]([C:32]([F:40])([F:39])[F:31])=[N:34][N:35]=2)=[O:23])=[CH:20][CH:19]=1)(=[O:16])=[O:17])[C:2]1[CH:3]=[CH:4][CH:5]=[CH:6][CH:7]=1. (5) Given the reactants Br[C:2]1[CH:19]=[CH:18][C:5]2[NH:6][C:7]([C:9]3[O:13][N:12]=[C:11]([CH2:14][CH:15]([CH3:17])[CH3:16])[CH:10]=3)=[N:8][C:4]=2[CH:3]=1.[F:20][C:21]([F:32])([F:31])[C:22]1[CH:27]=[CH:26][CH:25]=[CH:24][C:23]=1B(O)O, predict the reaction product. The product is: [CH2:14]([C:11]1[CH:10]=[C:9]([C:7]2[NH:8][C:4]3[CH:3]=[C:2]([C:23]4[CH:24]=[CH:25][CH:26]=[CH:27][C:22]=4[C:21]([F:32])([F:31])[F:20])[CH:19]=[CH:18][C:5]=3[N:6]=2)[O:13][N:12]=1)[CH:15]([CH3:17])[CH3:16].